From a dataset of Reaction yield outcomes from USPTO patents with 853,638 reactions. Predict the reaction yield, written as a fraction of the theoretical maximum amount of product (1.0 means a 100% yield; for example, 0.34 means a 34% yield). The reactants are [Cl:1][C:2]1[C:6]([NH2:7])=[CH:5][N:4]([C:8]2[CH:9]=[N:10][CH:11]=[CH:12][CH:13]=2)[N:3]=1.C(OCC)(=O)C.C(=O)(O)[O-].[Na+].[Cl:25][CH2:26][CH2:27][C:28](Cl)=[O:29]. The catalyst is O. The product is [Cl:25][CH2:26][CH2:27][C:28]([NH:7][C:6]1[C:2]([Cl:1])=[N:3][N:4]([C:8]2[CH:9]=[N:10][CH:11]=[CH:12][CH:13]=2)[CH:5]=1)=[O:29]. The yield is 0.960.